This data is from Serine/threonine kinase 33 screen with 319,792 compounds. The task is: Binary Classification. Given a drug SMILES string, predict its activity (active/inactive) in a high-throughput screening assay against a specified biological target. (1) The drug is Clc1cc(S(=O)(=O)N2CCN(CC2)C(=O)c2occc2)ccc1. The result is 0 (inactive). (2) The molecule is O=C(NCc1cc2c(n(c(c2)C)C)cc1)CCCC. The result is 0 (inactive).